This data is from Catalyst prediction with 721,799 reactions and 888 catalyst types from USPTO. The task is: Predict which catalyst facilitates the given reaction. (1) Reactant: [N+:1]([C:4]1[CH:5]=[C:6]2[C:10](=[CH:11][CH:12]=1)[NH:9][CH:8]=[CH:7]2)([O-])=O.Cl.Cl[C:15]1[CH:20]=[CH:19][N:18]=[CH:17][CH:16]=1.CC(C)([O-])C.[K+].O. Product: [N:18]1[CH:19]=[CH:20][C:15]([N:9]2[C:10]3[C:6](=[CH:5][C:4]([NH2:1])=[CH:12][CH:11]=3)[CH:7]=[CH:8]2)=[CH:16][CH:17]=1. The catalyst class is: 3. (2) Reactant: [NH2:1][C:2]1[C:3]2[C:10](I)=[CH:9][N:8]([C@@H:12]3[O:16][CH:15]([CH2:17][OH:18])[CH:14]([OH:19])[C@:13]3([F:21])[CH3:20])[C:4]=2[N:5]=[CH:6][N:7]=1.NC1C2C(I)=CN([C@@H]3O[C@H](CO)[C@@H](O)[C@]3(F)C)C=2N=CN=1.[S:43]1[CH:47]=[CH:46][CH:45]=[C:44]1B(O)O.CC([O-])=O.[K+]. Product: [NH2:1][C:2]1[C:3]2[C:10]([C:44]3[S:43][CH:47]=[CH:46][CH:45]=3)=[CH:9][N:8]([C@@H:12]3[O:16][CH:15]([CH2:17][OH:18])[CH:14]([OH:19])[C@:13]3([F:21])[CH3:20])[C:4]=2[N:5]=[CH:6][N:7]=1. The catalyst class is: 110.